From a dataset of Catalyst prediction with 721,799 reactions and 888 catalyst types from USPTO. Predict which catalyst facilitates the given reaction. Reactant: [Cl:1][C:2]1[CH:7]=[C:6]([F:8])[CH:5]=[CH:4][C:3]=1[S:9]([NH:12][CH:13]([CH3:24])[CH2:14][CH2:15][NH:16]C(=O)OC(C)(C)C)(=[O:11])=[O:10].Cl.O1CCOCC1.S1C2C=CC=CC=2C=C1C(N[C@H](C(O)=O)CC(C)C)=O.C1C=C2C(N(O)N=NC2=CC=1)=O.CN1CCOCC1.CCN=C=NCCCN(C)C.Cl. Product: [NH2:16][CH2:15][CH2:14][CH:13]([NH:12][S:9]([C:3]1[CH:4]=[CH:5][C:6]([F:8])=[CH:7][C:2]=1[Cl:1])(=[O:11])=[O:10])[CH3:24]. The catalyst class is: 100.